Dataset: Reaction yield outcomes from USPTO patents with 853,638 reactions. Task: Predict the reaction yield, written as a fraction of the theoretical maximum amount of product (1.0 means a 100% yield; for example, 0.34 means a 34% yield). The reactants are [Br:1][C:2]1[C:3]([O:18][CH3:19])=[N:4][N:5]([CH3:17])[C:6]=1[CH2:7][N:8](C)[C:9](=O)OC(C)(C)C.Cl. The catalyst is C(Cl)Cl.O1CCOCC1. The product is [Br:1][C:2]1[C:3]([O:18][CH3:19])=[N:4][N:5]([CH3:17])[C:6]=1[CH2:7][NH:8][CH3:9]. The yield is 1.04.